Dataset: Full USPTO retrosynthesis dataset with 1.9M reactions from patents (1976-2016). Task: Predict the reactants needed to synthesize the given product. (1) Given the product [NH2:1][C:2]1[C:11]([I:16])=[CH:10][C:9]([C:12]([F:13])([F:14])[F:15])=[CH:8][C:3]=1[C:4]([O:6][CH3:7])=[O:5], predict the reactants needed to synthesize it. The reactants are: [NH2:1][C:2]1[CH:11]=[CH:10][C:9]([C:12]([F:15])([F:14])[F:13])=[CH:8][C:3]=1[C:4]([O:6][CH3:7])=[O:5].[I:16]N1C(=O)CCC1=O. (2) Given the product [CH3:1][O:2][C:3](=[O:22])[CH2:4][O:5][C:6]1[CH:11]=[C:10]([CH:31]2[CH2:33][CH2:32]2)[C:9]([O:13][Si:14]([C:17]([CH3:20])([CH3:19])[CH3:18])([CH3:16])[CH3:15])=[CH:8][C:7]=1[CH3:21], predict the reactants needed to synthesize it. The reactants are: [CH3:1][O:2][C:3](=[O:22])[CH2:4][O:5][C:6]1[CH:11]=[C:10](Br)[C:9]([O:13][Si:14]([C:17]([CH3:20])([CH3:19])[CH3:18])([CH3:16])[CH3:15])=[CH:8][C:7]=1[CH3:21].P([O-])([O-])([O-])=O.[K+].[K+].[K+].[CH:31]1(B(O)O)[CH2:33][CH2:32]1.C1(P(C2CCCCC2)C2CCCCC2)CCCCC1. (3) Given the product [Cl:1][C:2]1[CH:3]=[C:4]([CH:9]([CH:22]([C:21]2[CH:24]=[CH:25][CH:26]=[C:19]([N:18]([CH3:27])[CH3:17])[CH:20]=2)[OH:23])[C:10]#[N:11])[CH:5]=[CH:6][C:7]=1[Cl:8], predict the reactants needed to synthesize it. The reactants are: [Cl:1][C:2]1[CH:3]=[C:4]([CH2:9][C:10]#[N:11])[CH:5]=[CH:6][C:7]=1[Cl:8].C([Li])CCC.[CH3:17][N:18]([CH3:27])[C:19]1[CH:20]=[C:21]([CH:24]=[CH:25][CH:26]=1)[CH:22]=[O:23].C(O)(=O)C. (4) Given the product [Cl:1][C:2]1[C:11]2[C:6](=[CH:7][C:8]([S:12]([NH:32][C:28]3[S:27][CH:31]=[N:30][N:29]=3)(=[O:15])=[O:13])=[CH:9][CH:10]=2)[N:5]=[CH:4][CH:3]=1, predict the reactants needed to synthesize it. The reactants are: [Cl:1][C:2]1[C:11]2[C:6](=[CH:7][C:8]([S:12]([O:15]C3C(F)=C(F)C(F)=C(F)C=3F)(=O)=[O:13])=[CH:9][CH:10]=2)[N:5]=[CH:4][CH:3]=1.[S:27]1[CH:31]=[N:30][N:29]=[C:28]1[NH2:32].C(=O)([O-])[O-].[Cs+].[Cs+]. (5) Given the product [CH3:1][O:2][CH2:3][C:4]1[CH:5]=[C:6]([CH:11]=[C:12]([C:14]2[CH:19]=[CH:18][C:17]([CH3:20])=[CH:16][N:15]=2)[CH:13]=1)[C:7]([OH:9])=[O:8], predict the reactants needed to synthesize it. The reactants are: [CH3:1][O:2][CH2:3][C:4]1[CH:5]=[C:6]([CH:11]=[C:12]([C:14]2[CH:19]=[CH:18][C:17]([CH3:20])=[CH:16][N:15]=2)[CH:13]=1)[C:7]([O:9]C)=[O:8].[OH-].[Li+].OS(O)(=O)=O. (6) Given the product [Cl:13][CH2:14][CH2:15][O:1][C:2]1[CH:3]=[C:4]([CH2:8][C:9]([O:11][CH3:12])=[O:10])[CH:5]=[CH:6][CH:7]=1, predict the reactants needed to synthesize it. The reactants are: [OH:1][C:2]1[CH:3]=[C:4]([CH2:8][C:9]([O:11][CH3:12])=[O:10])[CH:5]=[CH:6][CH:7]=1.[Cl:13][CH2:14][CH2:15]O.C1(P(C2C=CC=CC=2)C2C=CC=CC=2)C=CC=CC=1.CC(OC(/N=N/C(OC(C)C)=O)=O)C.